Dataset: Forward reaction prediction with 1.9M reactions from USPTO patents (1976-2016). Task: Predict the product of the given reaction. (1) Given the reactants [CH2:1]([O:3][C:4](=[O:17])[CH2:5][CH2:6][CH2:7][CH2:8][N:9]1[CH2:14][CH2:13][O:12][C@H:11]([CH2:15][NH2:16])[CH2:10]1)[CH3:2].[NH2:18][C:19]1[C:27]([Cl:28])=[CH:26][C:22]([C:23]([OH:25])=[O:24])=[C:21]([O:29][CH2:30][CH3:31])[CH:20]=1.Cl.C(N=C=N[CH2:38][CH2:39][CH2:40][N:41]([CH3:43])C)C.[C:44](=O)(O)[O-].[Na+], predict the reaction product. The product is: [NH2:18][C:19]1[C:27]([Cl:28])=[CH:26][C:22]([C:23]([NH:16][CH2:15][C@@H:11]2[CH2:10][N:9]([CH2:8][CH2:7][CH2:6][CH2:5][C:4]([O:3][C@@H:1]3[CH:38]4[CH2:39][CH2:40][N:41]([CH2:43][CH2:44]4)[CH2:2]3)=[O:17])[CH2:14][CH2:13][O:12]2)=[O:25])=[C:21]([O:29][CH2:30][CH3:31])[CH:20]=1.[CH2:1]([O:3][C:4](=[O:17])[CH2:5][CH2:6][CH2:7][CH2:8][N:9]1[CH2:14][CH2:13][O:12][C@H:11]([CH2:15][NH:16][C:23](=[O:24])[C:22]2[CH:26]=[C:27]([Cl:28])[C:19]([NH2:18])=[CH:20][C:21]=2[O:29][CH2:30][CH3:31])[CH2:10]1)[CH3:2]. (2) The product is: [CH3:3][NH:4][CH2:5][CH2:6]/[CH:7]=[C:46]1\[C:45]2[C:44]([CH2:43][O:42][C:41]3[C:47]\1=[CH:37][CH:38]=[CH:39][CH:40]=3)=[CH:52][CH:51]=[CH:50][CH:49]=2. Given the reactants Br.[Br-].[CH3:3][NH:4][CH2:5][CH2:6][CH2:7][P+](C1C=CC=CC=1)(C1C=CC=CC=1)C1C=CC=CC=1.O1CCCC1.C([Li])CCC.[CH:37]1[C:47]2[C:46](=O)[C:45]3[CH:49]=[CH:50][CH:51]=[CH:52][C:44]=3[CH2:43][O:42][C:41]=2[CH:40]=[CH:39][CH:38]=1, predict the reaction product. (3) Given the reactants [OH:1][CH:2]([C:16]1[CH:17]=[C:18]2[C:23](=[CH:24][CH:25]=1)[N:22]=[CH:21][C:20]([O:26][CH3:27])=[N:19]2)[C:3]1[CH:8]=[CH:7][C:6]([NH:9][C:10](=[O:15])[C:11]([CH3:14])([CH3:13])[CH3:12])=[CH:5][CH:4]=1, predict the reaction product. The product is: [CH3:27][O:26][C:20]1[CH:21]=[N:22][C:23]2[C:18]([N:19]=1)=[CH:17][C:16]([C:2]([C:3]1[CH:8]=[CH:7][C:6]([NH:9][C:10](=[O:15])[C:11]([CH3:13])([CH3:12])[CH3:14])=[CH:5][CH:4]=1)=[O:1])=[CH:25][CH:24]=2. (4) Given the reactants [CH2:1]1[C:10]2[C:5](=[CH:6][CH:7]=[CH:8][CH:9]=2)[CH2:4][C@H:3]([C:11]([NH:13][C@H:14]([C:16]2[CH:25]=[CH:24][C:19]([C:20]([O:22][CH3:23])=[O:21])=[CH:18][CH:17]=2)[CH3:15])=[O:12])[NH:2]1.C(O[BH-](O[C:36](=[O:38])[CH3:37])OC(=O)C)(=O)C.[Na+].N, predict the reaction product. The product is: [O:38]([CH2:36][CH2:37][N:2]1[C@@H:3]([C:11]([NH:13][C@H:14]([C:16]2[CH:17]=[CH:18][C:19]([C:20]([O:22][CH3:23])=[O:21])=[CH:24][CH:25]=2)[CH3:15])=[O:12])[CH2:4][C:5]2[C:10](=[CH:9][CH:8]=[CH:7][CH:6]=2)[CH2:1]1)[C:5]1[CH:10]=[CH:9][CH:8]=[CH:7][CH:6]=1. (5) The product is: [Br:24][C:25]1[CH:30]=[CH:29][CH:28]=[CH:27][C:26]=1[NH:31][C:32]([NH:10][C:9]1[CH:11]=[CH:12][C:6]([Cl:5])=[C:7]([S:14]([N:17]2[CH2:18][CH2:19][S:20](=[O:23])[CH2:21][CH2:22]2)(=[O:16])=[O:15])[C:8]=1[OH:13])=[O:33]. Given the reactants NC(N)=O.[Cl:5][C:6]1[CH:12]=[CH:11][C:9]([NH2:10])=[C:8]([OH:13])[C:7]=1[S:14]([N:17]1[CH2:22][CH2:21][S:20](=[O:23])[CH2:19][CH2:18]1)(=[O:16])=[O:15].[Br:24][C:25]1[CH:30]=[CH:29][CH:28]=[CH:27][C:26]=1[N:31]=[C:32]=[O:33], predict the reaction product. (6) Given the reactants [NH2:1][C:2]1[CH:3]=[C:4]2[C:20](=[O:21])[NH:19][N:18]=[CH:17][C:6]3=[C:7]([C:11]4[CH:16]=[CH:15][CH:14]=[CH:13][CH:12]=4)[NH:8][C:9]([CH:10]=1)=[C:5]23.[CH3:22][C:23]1[CH:28]=[CH:27][CH:26]=[CH:25][C:24]=1[CH2:29][CH2:30][C:31](O)=[O:32].C(N(CC)CC)C.F[P-](F)(F)(F)(F)F.N1(OC(N(C)C)=[N+](C)C)C2N=CC=CC=2N=N1, predict the reaction product. The product is: [CH3:22][C:23]1[CH:28]=[CH:27][CH:26]=[CH:25][C:24]=1[CH2:29][CH2:30][C:31]([NH:1][C:2]1[CH:3]=[C:4]2[C:20](=[O:21])[NH:19][N:18]=[CH:17][C:6]3=[C:7]([C:11]4[CH:12]=[CH:13][CH:14]=[CH:15][CH:16]=4)[NH:8][C:9]([CH:10]=1)=[C:5]23)=[O:32]. (7) Given the reactants Br[C:2]1[CH:3]=[N:4][C:5]([O:12][CH3:13])=[C:6]([CH:11]=1)[C:7]([O:9][CH3:10])=[O:8].[CH3:14][C:15]1([CH3:31])[C:19]([CH3:21])([CH3:20])[O:18][B:17]([B:17]2[O:18][C:19]([CH3:21])([CH3:20])[C:15]([CH3:31])([CH3:14])[O:16]2)[O:16]1.C([O-])(=O)C.[K+], predict the reaction product. The product is: [CH3:13][O:12][C:5]1[N:4]=[CH:3][C:2]([B:17]2[O:18][C:19]([CH3:21])([CH3:20])[C:15]([CH3:31])([CH3:14])[O:16]2)=[CH:11][C:6]=1[C:7]([O:9][CH3:10])=[O:8].